Predict the product of the given reaction. From a dataset of Forward reaction prediction with 1.9M reactions from USPTO patents (1976-2016). Given the reactants I[C:2]1[CH:7]=[CH:6][C:5]([OH:8])=[CH:4][CH:3]=1.[CH3:9][C:10]1([CH3:16])[CH2:14][CH2:13][NH:12][C:11]1=[O:15].C([O-])([O-])=O.[K+].[K+].CNCCNC, predict the reaction product. The product is: [OH:8][C:5]1[CH:6]=[CH:7][C:2]([N:12]2[CH2:13][CH2:14][C:10]([CH3:16])([CH3:9])[C:11]2=[O:15])=[CH:3][CH:4]=1.